From a dataset of Reaction yield outcomes from USPTO patents with 853,638 reactions. Predict the reaction yield, written as a fraction of the theoretical maximum amount of product (1.0 means a 100% yield; for example, 0.34 means a 34% yield). (1) The reactants are [C:1]([O:5][CH3:6])(=[O:4])[C:2]#[CH:3].I[C:8]1[CH:13]=[CH:12][CH:11]=[CH:10][C:9]=1[O:14][CH3:15]. The catalyst is CN(C=O)C.[Cu-]=O. The product is [CH3:15][O:14][C:9]1[CH:10]=[CH:11][CH:12]=[CH:13][C:8]=1[C:3]#[C:2][C:1]([O:5][CH3:6])=[O:4]. The yield is 0.491. (2) The reactants are [H-].[Na+].[C:3]([O:7][C:8]([NH:10][C:11]1[N:16]=[C:15]([C:17]([O:19][CH2:20][CH3:21])=[O:18])[CH:14]=[CH:13][CH:12]=1)=[O:9])([CH3:6])([CH3:5])[CH3:4].Br[CH2:23][C:24]([O:26][C:27]([CH3:30])([CH3:29])[CH3:28])=[O:25].[Cl-].[NH4+]. The catalyst is O.CN(C)C=O. The product is [C:27]([O:26][C:24](=[O:25])[CH2:23][N:10]([C:8]([O:7][C:3]([CH3:6])([CH3:5])[CH3:4])=[O:9])[C:11]1[CH:12]=[CH:13][CH:14]=[C:15]([C:17]([O:19][CH2:20][CH3:21])=[O:18])[N:16]=1)([CH3:30])([CH3:29])[CH3:28]. The yield is 0.930. (3) The reactants are Cl[C:2]([O:4][C:5]1[CH:10]=[CH:9][C:8]([F:11])=[CH:7][CH:6]=1)=[O:3].[CH3:12][N:13]1[CH2:18][CH2:17][N:16]([CH2:19][CH2:20][CH2:21][S:22]([C:25]2[CH:34]=[CH:33][C:28]3[N:29]=[C:30]([NH2:32])[S:31][C:27]=3[CH:26]=2)(=[O:24])=[O:23])[CH2:15][CH2:14]1.CCN(C(C)C)C(C)C. The catalyst is C(Cl)Cl. The product is [CH3:12][N:13]1[CH2:18][CH2:17][N:16]([CH2:19][CH2:20][CH2:21][S:22]([C:25]2[CH:34]=[CH:33][C:28]3[N:29]=[C:30]([NH:32][C:2](=[O:3])[O:4][C:5]4[CH:10]=[CH:9][C:8]([F:11])=[CH:7][CH:6]=4)[S:31][C:27]=3[CH:26]=2)(=[O:23])=[O:24])[CH2:15][CH2:14]1. The yield is 0.200. (4) The reactants are C(OC([N:8]1[CH2:12][CH2:11][CH2:10][C:9]1([CH3:36])[C:13]([C:15]1[C:23]2[C:18](=[N:19][CH:20]=[C:21]([C:24]3[CH:29]=[C:28]([O:30][CH3:31])[C:27]([O:32][CH3:33])=[C:26]([O:34][CH3:35])[CH:25]=3)[N:22]=2)[NH:17][CH:16]=1)=[O:14])=O)(C)(C)C.FC(F)(F)C(O)=O. The catalyst is ClCCl. The product is [CH3:36][C:9]1([C:13]([C:15]2[C:23]3[C:18](=[N:19][CH:20]=[C:21]([C:24]4[CH:29]=[C:28]([O:30][CH3:31])[C:27]([O:32][CH3:33])=[C:26]([O:34][CH3:35])[CH:25]=4)[N:22]=3)[NH:17][CH:16]=2)=[O:14])[CH2:10][CH2:11][CH2:12][NH:8]1. The yield is 0.700. (5) The reactants are [OH:1][C@H:2]1[CH2:7][CH2:6][C@H:5]([N:8]2[C:13](=[O:14])[C:12]([CH2:15][C:16]3[S:20][C:19]([C:21]4[CH:28]=[CH:27][CH:26]=[CH:25][C:22]=4[C:23]#[N:24])=[CH:18][CH:17]=3)=[C:11]([CH2:29][CH2:30][CH3:31])[N:10]3[N:32]=[CH:33][N:34]=[C:9]23)[CH2:4][CH2:3]1.[N+](=[CH:37][C:38]([O:40][CH2:41][CH3:42])=[O:39])=[N-]. The catalyst is C([O-])(=O)C.[Rh+].C1(C)C=CC=CC=1. The product is [CH2:41]([O:40][C:38](=[O:39])[CH2:37][O:1][C@H:2]1[CH2:7][CH2:6][C@H:5]([N:8]2[C:13](=[O:14])[C:12]([CH2:15][C:16]3[S:20][C:19]([C:21]4[CH:28]=[CH:27][CH:26]=[CH:25][C:22]=4[C:23]#[N:24])=[CH:18][CH:17]=3)=[C:11]([CH2:29][CH2:30][CH3:31])[N:10]3[N:32]=[CH:33][N:34]=[C:9]23)[CH2:4][CH2:3]1)[CH3:42]. The yield is 0.530.